From a dataset of Forward reaction prediction with 1.9M reactions from USPTO patents (1976-2016). Predict the product of the given reaction. (1) Given the reactants [N:1]1[C:10]2[C:5](=CC=C[CH:9]=2)C=CC=1.[Br:11]N1C(=O)CCC1=O.[C:29](OO[C:29](=O)[C:30]1[CH:35]=[CH:34][CH:33]=[CH:32][CH:31]=1)(=O)[C:30]1[CH:35]=[CH:34][CH:33]=[CH:32][CH:31]=1.C1(=O)NC(=O)CC1, predict the reaction product. The product is: [N:1]1[C:31]2[C:30](=[CH:35][CH:34]=[CH:33][CH:32]=2)[CH:29]=[CH:5][C:10]=1[CH2:9][Br:11]. (2) Given the reactants C(N(CC)C(C)C)(C)C.[Cl:10][C:11]1[N:12]=[CH:13][C:14]([C:17]([OH:19])=O)=[N:15][CH:16]=1.[F:20][C:21]([F:27])([F:26])[C:22]1([NH2:25])[CH2:24][CH2:23]1.C([O-])(O)=O.[Na+], predict the reaction product. The product is: [Cl:10][C:11]1[N:12]=[CH:13][C:14]([C:17]([NH:25][C:22]2([C:21]([F:27])([F:26])[F:20])[CH2:24][CH2:23]2)=[O:19])=[N:15][CH:16]=1.